Predict which catalyst facilitates the given reaction. From a dataset of Catalyst prediction with 721,799 reactions and 888 catalyst types from USPTO. Reactant: [CH2:1]([N:4]([CH2:8][C:9]1[CH:14]=[CH:13][C:12]([NH:15][C:16](=[O:38])[C:17]2[CH:22]=[CH:21][C:20]([CH2:23][N:24]([CH2:32][C:33]3[NH:34][CH:35]=[CH:36][N:37]=3)[CH2:25][C:26]3[N:27]([CH3:31])[CH:28]=[CH:29][N:30]=3)=[CH:19][CH:18]=2)=[CH:11][CH:10]=1)[CH2:5][CH2:6][CH3:7])[CH2:2][CH3:3].[CH3:39][N:40]([CH3:44])[C:41](Cl)=[O:42]. Product: [CH3:39][N:40]([CH3:44])[C:41]([N:37]1[CH:36]=[CH:35][N:34]=[C:33]1[CH2:32][N:24]([CH2:23][C:20]1[CH:19]=[CH:18][C:17]([C:16](=[O:38])[NH:15][C:12]2[CH:11]=[CH:10][C:9]([CH2:8][N:4]([CH2:5][CH2:6][CH3:7])[CH2:1][CH2:2][CH3:3])=[CH:14][CH:13]=2)=[CH:22][CH:21]=1)[CH2:25][C:26]1[N:27]([CH3:31])[CH:28]=[CH:29][N:30]=1)=[O:42]. The catalyst class is: 17.